From a dataset of Full USPTO retrosynthesis dataset with 1.9M reactions from patents (1976-2016). Predict the reactants needed to synthesize the given product. (1) Given the product [CH2:19]([C:16]1([N:23]([CH3:25])[CH3:24])[CH2:17][CH2:18][C:13]([C:5]2[NH:6][C:7]3[C:12]([C:4]=2[CH2:3][CH2:2][NH:1][S:48]([CH:43]2[CH2:47][CH2:46][CH2:45][CH2:44]2)(=[O:50])=[O:49])=[CH:11][CH:10]=[CH:9][CH:8]=3)([C:26]2[NH:27][C:28]3[C:33]([C:34]=2[CH3:35])=[CH:32][CH:31]=[CH:30][CH:29]=3)[CH2:14][CH2:15]1)[CH2:20][CH2:21][CH3:22], predict the reactants needed to synthesize it. The reactants are: [NH2:1][CH2:2][CH2:3][C:4]1[C:12]2[C:7](=[CH:8][CH:9]=[CH:10][CH:11]=2)[NH:6][C:5]=1[C:13]1([C:26]2[NH:27][C:28]3[C:33]([C:34]=2[CH3:35])=[CH:32][CH:31]=[CH:30][CH:29]=3)[CH2:18][CH2:17][C:16]([N:23]([CH3:25])[CH3:24])([CH2:19][CH2:20][CH2:21][CH3:22])[CH2:15][CH2:14]1.C(N(CC)CC)C.[CH:43]1([S:48](Cl)(=[O:50])=[O:49])[CH2:47][CH2:46][CH2:45][CH2:44]1.[OH-].[Na+]. (2) Given the product [Cl:18][CH2:19][CH2:20][CH2:21][N:4]1[C:5](=[O:7])[CH2:6][S:1][C:2]2[CH:11]=[CH:10][N:9]=[CH:8][C:3]1=2, predict the reactants needed to synthesize it. The reactants are: [S:1]1[CH2:6][C:5](=[O:7])[NH:4][C:3]2[CH:8]=[N:9][CH:10]=[CH:11][C:2]1=2.C([O-])([O-])=O.[Cs+].[Cs+].[Cl:18][CH2:19][CH2:20][CH2:21]I.